This data is from Reaction yield outcomes from USPTO patents with 853,638 reactions. The task is: Predict the reaction yield, written as a fraction of the theoretical maximum amount of product (1.0 means a 100% yield; for example, 0.34 means a 34% yield). (1) The reactants are C([O:5][C:6](=[O:29])[CH2:7][CH2:8][O:9][CH2:10][CH2:11][O:12][CH2:13][CH2:14][O:15][CH2:16][CH2:17][O:18][CH2:19][CH2:20][S:21][S:22][C:23]1[CH:28]=[CH:27][CH:26]=[CH:25][N:24]=1)(C)(C)C.C(O)(C(F)(F)F)=O.[SiH](CC)(CC)CC. The catalyst is ClCCl.C1(C)C=CC=CC=1. The product is [N:24]1[CH:25]=[CH:26][CH:27]=[CH:28][C:23]=1[S:22][S:21][CH2:20][CH2:19][O:18][CH2:17][CH2:16][O:15][CH2:14][CH2:13][O:12][CH2:11][CH2:10][O:9][CH2:8][CH2:7][C:6]([OH:29])=[O:5]. The yield is 0.990. (2) The reactants are Br[C:2]1[C:3]([F:13])=[CH:4][C:5]([N+:10]([O-:12])=[O:11])=[C:6]([CH:9]=1)[CH:7]=[O:8].[CH3:14][O:15][C:16]1[CH:17]=[C:18](B(O)O)[CH:19]=[C:20]([O:22][CH3:23])[CH:21]=1.C(=O)([O-])[O-].[Cs+].[Cs+]. The catalyst is O1CCOCC1.O.C1(P([Pd-](Cl)P(C2C=CC=CC=2)(C2C=CC=CC=2)C2C=CC=CC=2)(C2C=CC=CC=2)C2C=CC=CC=2)C=CC=CC=1. The product is [F:13][C:3]1[C:2]([C:18]2[CH:17]=[C:16]([O:15][CH3:14])[CH:21]=[C:20]([O:22][CH3:23])[CH:19]=2)=[CH:9][C:6]([CH:7]=[O:8])=[C:5]([N+:10]([O-:12])=[O:11])[CH:4]=1. The yield is 0.610. (3) The reactants are [C:1]12([C:14]([O:16]C)=[O:15])[CH2:9][C:5]([C:10]([O:12][CH3:13])=[O:11])([CH2:6][CH2:7][CH2:8]1)[CH2:4][CH2:3][CH2:2]2. The product is [CH3:13][O:12][C:10]([C:5]12[CH2:9][C:1]([C:14]([OH:16])=[O:15])([CH2:8][CH2:7][CH2:6]1)[CH2:2][CH2:3][CH2:4]2)=[O:11]. The catalyst is C(O)C.O. The yield is 0.670. (4) The reactants are S(=O)(=O)(O)O.[NH2:6][CH2:7][C:8]#[N:9].[C:10]([C:18]1C=CC=CC=1)(=O)[C:11]1C=CC=C[CH:12]=1.[CH3:24]CN(C(C)C)C(C)C. The catalyst is C(Cl)Cl. The product is [N:9]1[C:8]2[CH:18]=[CH:10][CH:11]=[CH:12][C:7]=2[NH:6][CH:24]=1. The yield is 0.820. (5) The reactants are C(OC(C1CCCCC1=O)=O)C.[H-].[Na+].C(Br)CCCCCCC.C([O:26][C:27]([C:29]1([CH2:36][CH2:37][CH2:38][CH2:39][CH2:40][CH2:41][CH2:42][CH3:43])[CH2:34][CH2:33][CH2:32][CH2:31][C:30]1=[O:35])=O)C.[BH4-].[Li+].OCC1(CCCCCCCC)CCCCC1=O. The catalyst is CN(C)C=O.O1CCCC1.C(OC(=O)C)C.C(OCC)C.O. The product is [OH:26][CH2:27][C:29]1([CH2:36][CH2:37][CH2:38][CH2:39][CH2:40][CH2:41][CH2:42][CH3:43])[CH2:34][CH2:33][CH2:32][CH2:31][CH:30]1[OH:35]. The yield is 0.643. (6) The reactants are [CH3:1][O:2][C:3]1[CH:4]=[C:5]2[O:9][C:8]([C:10]3[N:11]=[C:12]4[N:16]([CH:17]=3)[N:15]=[C:14]([O:18][CH3:19])[S:13]4)=[CH:7][C:6]2=[C:20]([OH:22])[CH:21]=1.[O:23]1[C:27]([C:28]2[S:29][CH:30]=[C:31]([CH2:33]O)[N:32]=2)=[CH:26][N:25]=[CH:24]1. No catalyst specified. The product is [CH3:1][O:2][C:3]1[CH:21]=[C:20]([O:22][CH2:33][C:31]2[N:32]=[C:28]([C:27]3[O:23][CH:24]=[N:25][CH:26]=3)[S:29][CH:30]=2)[C:6]2[CH:7]=[C:8]([C:10]3[N:11]=[C:12]4[N:16]([CH:17]=3)[N:15]=[C:14]([O:18][CH3:19])[S:13]4)[O:9][C:5]=2[CH:4]=1. The yield is 0.290. (7) The catalyst is O1CCCC1. The yield is 0.920. The reactants are [CH:1]1([C:7]([NH2:9])=O)[CH2:6][CH2:5][CH2:4][CH2:3][CH2:2]1.COC1C=CC(P2(SP(C3C=CC(OC)=CC=3)(=S)S2)=[S:19])=CC=1.Cl[CH:33]([C:39](=O)[CH3:40])[C:34]([O:36][CH2:37][CH3:38])=[O:35]. The product is [CH:1]1([C:7]2[S:19][C:33]([C:34]([O:36][CH2:37][CH3:38])=[O:35])=[C:39]([CH3:40])[N:9]=2)[CH2:6][CH2:5][CH2:4][CH2:3][CH2:2]1.